Task: Regression. Given two drug SMILES strings and cell line genomic features, predict the synergy score measuring deviation from expected non-interaction effect.. Dataset: NCI-60 drug combinations with 297,098 pairs across 59 cell lines (1) Drug 1: C1CCC(CC1)NC(=O)N(CCCl)N=O. Drug 2: C1=NC2=C(N=C(N=C2N1C3C(C(C(O3)CO)O)O)F)N. Cell line: RXF 393. Synergy scores: CSS=20.0, Synergy_ZIP=0.566, Synergy_Bliss=8.32, Synergy_Loewe=6.70, Synergy_HSA=7.62. (2) Drug 1: C1=CC(=CC=C1CCCC(=O)O)N(CCCl)CCCl. Drug 2: CCC1(CC2CC(C3=C(CCN(C2)C1)C4=CC=CC=C4N3)(C5=C(C=C6C(=C5)C78CCN9C7C(C=CC9)(C(C(C8N6C)(C(=O)OC)O)OC(=O)C)CC)OC)C(=O)OC)O.OS(=O)(=O)O. Cell line: UACC-257. Synergy scores: CSS=19.6, Synergy_ZIP=-10.7, Synergy_Bliss=-10.4, Synergy_Loewe=-23.6, Synergy_HSA=-8.94. (3) Drug 1: C1CCC(C1)C(CC#N)N2C=C(C=N2)C3=C4C=CNC4=NC=N3. Drug 2: CC(C)NC(=O)C1=CC=C(C=C1)CNNC.Cl. Cell line: T-47D. Synergy scores: CSS=-6.07, Synergy_ZIP=3.05, Synergy_Bliss=2.56, Synergy_Loewe=-3.58, Synergy_HSA=-2.77. (4) Drug 1: C1CCC(C1)C(CC#N)N2C=C(C=N2)C3=C4C=CNC4=NC=N3. Drug 2: CNC(=O)C1=NC=CC(=C1)OC2=CC=C(C=C2)NC(=O)NC3=CC(=C(C=C3)Cl)C(F)(F)F. Cell line: 786-0. Synergy scores: CSS=18.7, Synergy_ZIP=-9.88, Synergy_Bliss=-8.86, Synergy_Loewe=-21.2, Synergy_HSA=-8.35.